Dataset: Forward reaction prediction with 1.9M reactions from USPTO patents (1976-2016). Task: Predict the product of the given reaction. (1) Given the reactants [CH:1]1([N:6]2[CH2:12][C:11]([F:14])([F:13])[C:10](=[O:15])[N:9]([CH3:16])[C:8]3[CH:17]=[N:18][C:19]([NH:21][C:22]4[CH:30]=[CH:29][C:25]([C:26]([OH:28])=O)=[CH:24][C:23]=4[O:31][CH3:32])=[N:20][C:7]2=3)[CH2:5][CH2:4][CH2:3][CH2:2]1.F[P-](F)(F)(F)(F)F.CN(C(N(C)C)=[N+]1C2C(=NC=CC=2)[N+]([O-])=N1)C.[N:57]1([CH2:62][CH2:63][CH2:64][NH2:65])[CH2:61][CH2:60][CH2:59][CH2:58]1.[OH-].[Na+], predict the reaction product. The product is: [CH:1]1([N:6]2[CH2:12][C:11]([F:14])([F:13])[C:10](=[O:15])[N:9]([CH3:16])[C:8]3[CH:17]=[N:18][C:19]([NH:21][C:22]4[CH:30]=[CH:29][C:25]([C:26]([NH:65][CH2:64][CH2:63][CH2:62][N:57]5[CH2:61][CH2:60][CH2:59][CH2:58]5)=[O:28])=[CH:24][C:23]=4[O:31][CH3:32])=[N:20][C:7]2=3)[CH2:2][CH2:3][CH2:4][CH2:5]1. (2) Given the reactants [CH3:1][N:2]1[CH:6]=[C:5]([C:7]2[C:15]3[C:10](=[N:11][CH:12]=[C:13]([CH:16]=[C:17]([CH3:19])[CH3:18])[CH:14]=3)[N:9]([S:20]([C:23]3[CH:28]=[CH:27][CH:26]=[CH:25][CH:24]=3)(=[O:22])=[O:21])[CH:8]=2)[CH:4]=[N:3]1, predict the reaction product. The product is: [CH2:16]([C:13]1[CH:14]=[C:15]2[C:7]([C:5]3[CH:4]=[N:3][N:2]([CH3:1])[CH:6]=3)=[CH:8][N:9]([S:20]([C:23]3[CH:28]=[CH:27][CH:26]=[CH:25][CH:24]=3)(=[O:22])=[O:21])[C:10]2=[N:11][CH:12]=1)[CH:17]([CH3:19])[CH3:18]. (3) Given the reactants OC1C=CC2SC(C(O)=O)=C[C:6]=2[CH:13]=1.C[CH2:15][N:16]=[C:17]=[N:18][CH2:19][CH2:20]CN(C)C.C1C=C[C:28]2[N:33](O)N=[N:31][C:29]=2C=1.[OH2:35].[CH3:36][N:37](C=O)C, predict the reaction product. The product is: [N:18]1[CH:19]=[CH:20][N:37]=[CH:36][C:17]=1[NH:16][C:15]([N:31]1[CH2:13][CH2:6][NH:33][CH2:28][CH2:29]1)=[O:35]. (4) Given the reactants O=[C:2]1[CH2:9][CH2:8][CH2:7][CH2:6][CH2:5][CH2:4][CH:3]1[C:10]([O:12]CC)=O.[NH2:15][C:16]1[CH:17]=[C:18]([CH:23]=[CH:24][N:25]=1)[C:19]([O:21][CH3:22])=[O:20].C(=O)([O-])[O-].[Na+].[Na+], predict the reaction product. The product is: [CH3:22][O:21][C:19]([C:18]1[CH:23]=[CH:24][N:25]2[C:10](=[O:12])[C:3]3[CH2:4][CH2:5][CH2:6][CH2:7][CH2:8][CH2:9][C:2]=3[N:15]=[C:16]2[CH:17]=1)=[O:20]. (5) Given the reactants O[C@H:2]1[C@H:6]([NH:7][C:8]2[CH:13]=[CH:12][CH:11]=[C:10]([O:14][C:15]([F:18])([F:17])[F:16])[CH:9]=2)[CH2:5][N:4]([C:19]([O:21][C:22]([CH3:25])([CH3:24])[CH3:23])=[O:20])[CH2:3]1.[Cl-].[OH-].[Na+].C(OCC)(=O)C, predict the reaction product. The product is: [F:17][C:15]([F:18])([F:16])[O:14][C:10]1[CH:9]=[C:8]([N:7]2[CH:6]3[CH:2]2[CH2:3][N:4]([C:19]([O:21][C:22]([CH3:25])([CH3:24])[CH3:23])=[O:20])[CH2:5]3)[CH:13]=[CH:12][CH:11]=1. (6) Given the reactants [OH:1][C:2]1[CH:10]=[CH:9][C:5]([C:6]([OH:8])=O)=[CH:4][C:3]=1[CH3:11].[CH3:12][CH2:13][CH2:14][CH:15]([NH2:19])[CH2:16][CH2:17][CH3:18], predict the reaction product. The product is: [OH:1][C:2]1[CH:10]=[CH:9][C:5]([C:6]([NH:19][CH:15]([CH2:16][CH2:17][CH3:18])[CH2:14][CH2:13][CH3:12])=[O:8])=[CH:4][C:3]=1[CH3:11].